From a dataset of Peptide-MHC class II binding affinity with 134,281 pairs from IEDB. Regression. Given a peptide amino acid sequence and an MHC pseudo amino acid sequence, predict their binding affinity value. This is MHC class II binding data. (1) The peptide sequence is LAKYKANWIEIMRIK. The MHC is DRB3_0101 with pseudo-sequence DRB3_0101. The binding affinity (normalized) is 0.478. (2) The peptide sequence is LRDDQRKVFRELVRN. The MHC is HLA-DQA10501-DQB10402 with pseudo-sequence HLA-DQA10501-DQB10402. The binding affinity (normalized) is 0.414. (3) The peptide sequence is TSLVRLVYILSKQNQQH. The MHC is DRB1_0405 with pseudo-sequence DRB1_0405. The binding affinity (normalized) is 0.424. (4) The peptide sequence is GKIASCLNDNANGYF. The MHC is DRB3_0202 with pseudo-sequence DRB3_0202. The binding affinity (normalized) is 0.517. (5) The peptide sequence is YQKFLANVSTVLTGK. The MHC is DRB1_0701 with pseudo-sequence DRB1_0701. The binding affinity (normalized) is 0.756. (6) The peptide sequence is LAKYKANWIEIMRIK. The MHC is HLA-DQA10501-DQB10201 with pseudo-sequence HLA-DQA10501-DQB10201. The binding affinity (normalized) is 0.387. (7) The peptide sequence is ALSDPYLSFAAALNG. The MHC is DRB1_1201 with pseudo-sequence DRB1_1201. The binding affinity (normalized) is 0.178. (8) The peptide sequence is AFNVENGNATPQLTK. The MHC is DRB1_0101 with pseudo-sequence DRB1_0101. The binding affinity (normalized) is 0.424. (9) The peptide sequence is IVQINGRHFDLRAQG. The MHC is HLA-DQA10201-DQB10202 with pseudo-sequence HLA-DQA10201-DQB10202. The binding affinity (normalized) is 0.0440.